From a dataset of Forward reaction prediction with 1.9M reactions from USPTO patents (1976-2016). Predict the product of the given reaction. (1) Given the reactants [CH2:1]([O:3][C:4](=[O:19])[CH2:5][N:6]1[C:14]2[C:9](=[CH:10][C:11]([N+:15]([O-])=O)=[CH:12][CH:13]=2)[C:8](=[O:18])[NH:7]1)[CH3:2].[H][H].[CH2:22]([C:24]1[CH:29]=[CH:28][CH:27]=[CH:26][C:25]=1[N:30]=[C:31]=[O:32])[CH3:23].O, predict the reaction product. The product is: [CH2:1]([O:3][C:4](=[O:19])[CH2:5][N:6]1[C:14]2[C:9](=[CH:10][C:11]([NH:15][C:31]([NH:30][C:25]3[CH:26]=[CH:27][CH:28]=[CH:29][C:24]=3[CH2:22][CH3:23])=[O:32])=[CH:12][CH:13]=2)[C:8](=[O:18])[NH:7]1)[CH3:2]. (2) Given the reactants [OH:1][CH2:2][C:3]([O:5][CH2:6][CH3:7])=[O:4].[H-].[Na+].CC1C=CC(S(O[CH2:21][CH2:22][CH2:23][C:24]2[C:32]3[C:27](=[C:28]([C:33]4[N:37]=[C:36]([C:38]5[CH:43]=[CH:42][C:41]([O:44][CH:45]([CH3:47])[CH3:46])=[C:40]([Cl:48])[CH:39]=5)[O:35][N:34]=4)[CH:29]=[CH:30][CH:31]=3)[N:26]([CH3:49])[CH:25]=2)(=O)=O)=CC=1, predict the reaction product. The product is: [CH2:6]([O:5][C:3](=[O:4])[CH2:2][O:1][CH2:21][CH2:22][CH2:23][C:24]1[C:32]2[C:27](=[C:28]([C:33]3[N:37]=[C:36]([C:38]4[CH:43]=[CH:42][C:41]([O:44][CH:45]([CH3:46])[CH3:47])=[C:40]([Cl:48])[CH:39]=4)[O:35][N:34]=3)[CH:29]=[CH:30][CH:31]=2)[N:26]([CH3:49])[CH:25]=1)[CH3:7]. (3) Given the reactants [NH2:1][C:2]1[NH:7][C:6]2=[N:8][CH:9]=[CH:10][C:5]2=[C:4]([Cl:11])[N:3]=1.[C:12](Cl)(=[O:17])[C:13]([CH3:16])([CH3:15])[CH3:14], predict the reaction product. The product is: [Cl:11][C:4]1[N:3]=[C:2]([NH:1][C:12](=[O:17])[C:13]([CH3:16])([CH3:15])[CH3:14])[NH:7][C:6]2=[N:8][CH:9]=[CH:10][C:5]=12. (4) Given the reactants [OH:1][C:2]1[CH:7]=[CH:6][C:5]([N:8]2[CH2:13][CH2:12][CH:11]([N:14]([CH3:33])[C:15]([N:17]3[CH:21]=[C:20]([C:22]4[CH:27]=[CH:26][CH:25]=[C:24]([NH:28][S:29]([CH3:32])(=[O:31])=[O:30])[CH:23]=4)[N:19]=[CH:18]3)=[O:16])[CH2:10][CH2:9]2)=[CH:4][CH:3]=1.[ClH:34].C(OCC)C, predict the reaction product. The product is: [ClH:34].[OH:1][C:2]1[CH:3]=[CH:4][C:5]([N:8]2[CH2:9][CH2:10][CH:11]([N:14]([CH3:33])[C:15]([N:17]3[CH:21]=[C:20]([C:22]4[CH:27]=[CH:26][CH:25]=[C:24]([NH:28][S:29]([CH3:32])(=[O:31])=[O:30])[CH:23]=4)[N:19]=[CH:18]3)=[O:16])[CH2:12][CH2:13]2)=[CH:6][CH:7]=1. (5) Given the reactants [Cl:1][C:2]1[CH:3]=[C:4]([CH:8]2[C:17]3[C:12](=[CH:13][CH:14]=[CH:15][CH:16]=3)[NH:11][C:10](=[O:18])[CH2:9]2)[CH:5]=[CH:6][CH:7]=1.[N+:19]([C:22]1[CH:30]=[CH:29][C:25]([C:26](O)=[O:27])=[CH:24][CH:23]=1)([O-:21])=[O:20].[NH4+].[OH-], predict the reaction product. The product is: [Cl:1][C:2]1[CH:3]=[C:4]([CH:8]2[C:17]3[C:12](=[CH:13][CH:14]=[C:15]([C:26](=[O:27])[C:25]4[CH:24]=[CH:23][C:22]([N+:19]([O-:21])=[O:20])=[CH:30][CH:29]=4)[CH:16]=3)[NH:11][C:10](=[O:18])[CH2:9]2)[CH:5]=[CH:6][CH:7]=1. (6) The product is: [CH:27]1([CH2:31][C:32]([NH:26][C@H:23]2[CH2:22][CH2:21][C@H:20]([CH2:19][CH2:18][N:15]3[CH2:16][CH2:17][CH:12]([C:11]4[C:6]5[CH2:5][CH2:4][O:3][C:7]=5[CH:8]=[CH:9][CH:10]=4)[CH2:13][CH2:14]3)[CH2:25][CH2:24]2)=[O:33])[CH2:30][CH2:29][CH2:28]1. Given the reactants Cl.Cl.[O:3]1[C:7]2[CH:8]=[CH:9][CH:10]=[C:11]([CH:12]3[CH2:17][CH2:16][N:15]([CH2:18][CH2:19][C@H:20]4[CH2:25][CH2:24][C@H:23]([NH2:26])[CH2:22][CH2:21]4)[CH2:14][CH2:13]3)[C:6]=2[CH2:5][CH2:4]1.[CH:27]1([CH2:31][C:32](O)=[O:33])[CH2:30][CH2:29][CH2:28]1, predict the reaction product. (7) Given the reactants [Si:1]([O:8][CH2:9][C:10]1[CH:11]=[C:12]([CH:15]=[CH:16][CH:17]=1)[C:13]#[N:14])([C:4]([CH3:7])([CH3:6])[CH3:5])([CH3:3])[CH3:2].[H-].[H-].[H-].[H-].[Li+].[Al+3], predict the reaction product. The product is: [Si:1]([O:8][CH2:9][C:10]1[CH:11]=[C:12]([CH:15]=[CH:16][CH:17]=1)[CH2:13][NH2:14])([C:4]([CH3:7])([CH3:6])[CH3:5])([CH3:3])[CH3:2]. (8) Given the reactants [O:1]=[CH:2][C@@H:3]([C@H:5]([C@H:7]([C@@H:9]([CH2:11][OH:12])[OH:10])[OH:8])[OH:6])[OH:4].[Na+].[Cl-].C([O-])([O-])=[O:16].[Na+].[Na+], predict the reaction product. The product is: [OH:1][CH:2]1[O:10][C@H:9]([C:11](=[O:16])[OH:12])[C@H:7]([OH:8])[C@H:5]([OH:6])[C@H:3]1[OH:4]. (9) The product is: [OH:1][CH:2]([CH:36]1[CH2:37][CH2:38][O:39][CH2:40][CH2:41]1)[CH:3]([NH:5][C:6]([C:8]1[C:16]2[C:11](=[N:12][CH:13]=[C:14]([C:17]3[C:25]4[C:20](=[CH:21][C:22]([F:26])=[CH:23][CH:24]=4)[N:19]([CH3:27])[N:18]=3)[N:15]=2)[NH:10][CH:9]=1)=[O:7])[CH3:4]. Given the reactants [OH:1][CH:2]([CH:36]1[CH2:41][CH2:40][O:39][CH2:38][CH2:37]1)[CH:3]([NH:5][C:6]([C:8]1[C:16]2[C:11](=[N:12][CH:13]=[C:14]([C:17]3[C:25]4[C:20](=[CH:21][C:22]([F:26])=[CH:23][CH:24]=4)[N:19]([CH3:27])[N:18]=3)[N:15]=2)[N:10](COCC[Si](C)(C)C)[CH:9]=1)=[O:7])[CH3:4].C(Cl)Cl.C(N)CN.O, predict the reaction product.